This data is from Reaction yield outcomes from USPTO patents with 853,638 reactions. The task is: Predict the reaction yield, written as a fraction of the theoretical maximum amount of product (1.0 means a 100% yield; for example, 0.34 means a 34% yield). The reactants are [OH:1][N:2]=[C:3]([C:12]#[N:13])[C:4]1[CH:9]=[CH:8][CH:7]=[C:6]([O:10][CH3:11])[CH:5]=1.C(N(CC)CC)C.[CH3:21][S:22](Cl)(=[O:24])=[O:23]. No catalyst specified. The product is [CH3:21][S:22]([O:1][N:2]=[C:3]([C:12]#[N:13])[C:4]1[CH:9]=[CH:8][CH:7]=[C:6]([O:10][CH3:11])[CH:5]=1)(=[O:24])=[O:23]. The yield is 0.480.